This data is from Forward reaction prediction with 1.9M reactions from USPTO patents (1976-2016). The task is: Predict the product of the given reaction. Given the reactants [C:1]([C:5]1[CH:6]=[C:7]([NH:17][C:18](OC2C=CC=CC=2)=[O:19])[C:8]([O:15][CH3:16])=[C:9]([CH:14]=1)[C:10]([O:12][CH3:13])=[O:11])([CH3:4])([CH3:3])[CH3:2].[NH2:27][C:28]1[C:37]2[C:32](=[CH:33][CH:34]=[CH:35][CH:36]=2)[C:31]([O:38][C:39]2[CH:44]=[CH:43][N:42]=[C:41]([NH:45][C:46]3[CH:63]=[CH:62][C:49]([C:50]([NH:52][CH2:53][CH2:54][N:55]4[CH2:60][CH2:59][S:58](=[O:61])[CH2:57][CH2:56]4)=[O:51])=[C:48]([O:64][CH3:65])[CH:47]=3)[CH:40]=2)=[CH:30][CH:29]=1, predict the reaction product. The product is: [C:1]([C:5]1[CH:6]=[C:7]([NH:17][C:18]([NH:27][C:28]2[C:37]3[C:32](=[CH:33][CH:34]=[CH:35][CH:36]=3)[C:31]([O:38][C:39]3[CH:44]=[CH:43][N:42]=[C:41]([NH:45][C:46]4[CH:63]=[CH:62][C:49]([C:50](=[O:51])[NH:52][CH2:53][CH2:54][N:55]5[CH2:60][CH2:59][S:58](=[O:61])[CH2:57][CH2:56]5)=[C:48]([O:64][CH3:65])[CH:47]=4)[CH:40]=3)=[CH:30][CH:29]=2)=[O:19])[C:8]([O:15][CH3:16])=[C:9]([CH:14]=1)[C:10]([O:12][CH3:13])=[O:11])([CH3:3])([CH3:2])[CH3:4].